Dataset: Experimentally validated miRNA-target interactions with 360,000+ pairs, plus equal number of negative samples. Task: Binary Classification. Given a miRNA mature sequence and a target amino acid sequence, predict their likelihood of interaction. (1) The miRNA is hsa-miR-4509 with sequence ACUAAAGGAUAUAGAAGGUUUU. The protein sequence of the target gene is MKLHCEVEVISRHLPALGLRNRGKGVRAVLSLCQQTSRSQPPVRAFLLISTLKDKRGTRYELRENIEQFFTKFVDEGKATVRLKEPPVDICLSKAISSSLKGFLSAMRLAHRGCNVDTPVSTLTPVKTSEFENFKTKMVITSKKDYPLSKNFPYSLEHLQTSYCGLVRVDMRMLCLKSLRKLDLSHNHIKKLPATIGDLIHLQELNLNDNHLESFSVALCHSTLQKSLRSLDLSKNKIKALPVQFCQLQELKNLKLDDNELIQFPCKIGQLINLRFLSAARNKLPFLPSEFRNLSLEYLD.... Result: 0 (no interaction). (2) The miRNA is hsa-miR-513c-5p with sequence UUCUCAAGGAGGUGUCGUUUAU. The protein sequence of the target gene is MGAQPGEPQNTCSRIQTLFRRVKTLLIKAPPPPQPPPPPPSWNPGCTHVYGYAFGHMHDNNLEHLPSQQVLDTGEQLMVPVEVLEVDNKEALWKFLLSGAMAGAVSRTGTAPLDRAKVYMQVYSSKTNFTNLLGGLQSMVQEGGFRSLWRGNGINVLKIAPEYAIKFSVFEQCKNYFCGIQGSPPFQERLLAGSLAVAISQTLINPMEVLKTRLTLRRTGQYKGLLDCARQILQREGTRALYRGYLPNMLGIIPYACTDLAVYEMLQCFWVKSGRDMGDPSGLVSLSSVTLSTTCGQMAS.... Result: 0 (no interaction). (3) The miRNA is hsa-miR-675-3p with sequence CUGUAUGCCCUCACCGCUCA. The protein sequence of the target gene is MLGFLSARQTGLEDPLRLRRAESTRRVLGLELNKDRDVERIHGGGINTLDIEPVEGRYMLSGGSDGVIVLYDLENSSRQSYYTCKAVCSIGRDHPDVHRYSVETVQWYPHDTGMFTSSSFDKTLKVWDTNTLQTADVFNFEETVYSHHMSPVSTKHCLVAVGTRGPKVQLCDLKSGSCSHILQGHRQEILAVSWSPRYDYILATASADSRVKLWDVRRASGCLITLDQHNGKKSQAVESANTAHNGKVNGLCFTSDGLHLLTVGTDNRMRLWNSSNGENTLVNYGKVCNNSKKGLKFTVS.... Result: 0 (no interaction). (4) The miRNA is hsa-miR-3690 with sequence ACCUGGACCCAGCGUAGACAAAG. The protein sequence of the target gene is MRKMLAAVSRVLSGASQKPASRVLVASRNFANDATFEIKKCDLHRLEEGPPVTTVLTREDGLKYYRMMQTVRRMELKADQLYKQKIIRGFCHLCDGQEACCVGLEAGINPTDHLITAYRAHGFTFTRGLSVREILAELTGRKGGCAKGKGGSMHMYAKNFYGGNGIVGAQVPLGAGIALACKYNGKDEVCLTLYGDGAANQGQIFEAYNMAALWKLPCIFICENNRYGMGTSVERAAASTDYYKRGDFIPGLRVDGMDILCVREATRFAAAYCRSGKGPILMELQTYRYHGHSMSDPGVS.... Result: 0 (no interaction).